From a dataset of NCI-60 drug combinations with 297,098 pairs across 59 cell lines. Regression. Given two drug SMILES strings and cell line genomic features, predict the synergy score measuring deviation from expected non-interaction effect. (1) Drug 1: CC1=CC=C(C=C1)C2=CC(=NN2C3=CC=C(C=C3)S(=O)(=O)N)C(F)(F)F. Drug 2: CCCCCOC(=O)NC1=NC(=O)N(C=C1F)C2C(C(C(O2)C)O)O. Cell line: HS 578T. Synergy scores: CSS=3.58, Synergy_ZIP=-2.03, Synergy_Bliss=-2.51, Synergy_Loewe=2.23, Synergy_HSA=-0.351. (2) Drug 1: C1=C(C(=O)NC(=O)N1)N(CCCl)CCCl. Drug 2: C1C(C(OC1N2C=NC3=C2NC=NCC3O)CO)O. Cell line: A549. Synergy scores: CSS=30.1, Synergy_ZIP=1.79, Synergy_Bliss=3.71, Synergy_Loewe=-3.52, Synergy_HSA=3.83. (3) Drug 1: CCC1=CC2CC(C3=C(CN(C2)C1)C4=CC=CC=C4N3)(C5=C(C=C6C(=C5)C78CCN9C7C(C=CC9)(C(C(C8N6C)(C(=O)OC)O)OC(=O)C)CC)OC)C(=O)OC.C(C(C(=O)O)O)(C(=O)O)O. Drug 2: CCC1(C2=C(COC1=O)C(=O)N3CC4=CC5=C(C=CC(=C5CN(C)C)O)N=C4C3=C2)O.Cl. Cell line: HCT-15. Synergy scores: CSS=31.9, Synergy_ZIP=-7.72, Synergy_Bliss=-1.74, Synergy_Loewe=-0.803, Synergy_HSA=-0.747. (4) Drug 1: CCN(CC)CCNC(=O)C1=C(NC(=C1C)C=C2C3=C(C=CC(=C3)F)NC2=O)C. Drug 2: CN(CCCl)CCCl.Cl. Cell line: SK-MEL-2. Synergy scores: CSS=16.8, Synergy_ZIP=7.31, Synergy_Bliss=17.1, Synergy_Loewe=6.37, Synergy_HSA=9.93. (5) Drug 1: CC(CN1CC(=O)NC(=O)C1)N2CC(=O)NC(=O)C2. Drug 2: CC1=C(N=C(N=C1N)C(CC(=O)N)NCC(C(=O)N)N)C(=O)NC(C(C2=CN=CN2)OC3C(C(C(C(O3)CO)O)O)OC4C(C(C(C(O4)CO)O)OC(=O)N)O)C(=O)NC(C)C(C(C)C(=O)NC(C(C)O)C(=O)NCCC5=NC(=CS5)C6=NC(=CS6)C(=O)NCCC[S+](C)C)O. Cell line: UACC62. Synergy scores: CSS=13.6, Synergy_ZIP=-4.16, Synergy_Bliss=-0.285, Synergy_Loewe=0.799, Synergy_HSA=0.825.